From a dataset of Full USPTO retrosynthesis dataset with 1.9M reactions from patents (1976-2016). Predict the reactants needed to synthesize the given product. (1) Given the product [Cl:31][C:32]1[CH:33]=[CH:34][C:35]([O:55][CH2:56][CH:57]([CH3:59])[CH3:58])=[C:36]([CH2:38][C:39]2[O:40][CH:41]=[C:42]([C:44]3[NH:48][C:47]4[CH:49]=[CH:50][C:51]([CH:53]=[O:54])=[CH:52][C:46]=4[N:45]=3)[N:43]=2)[CH:37]=1, predict the reactants needed to synthesize it. The reactants are: ClC1C=CC(OCC(C)C)=C(CC2OC=C(C3NC4C=CC(CC=O)=CC=4N=3)N=2)C=1.[Cl:31][C:32]1[CH:33]=[CH:34][C:35]([O:55][CH2:56][CH:57]([CH3:59])[CH3:58])=[C:36]([CH2:38][C:39]2[O:40][CH:41]=[C:42]([C:44]3[NH:48][C:47]4[CH:49]=[CH:50][C:51]([CH2:53][OH:54])=[CH:52][C:46]=4[N:45]=3)[N:43]=2)[CH:37]=1. (2) Given the product [CH2:15]([NH:4][C:3]1[CH:5]=[CH:6][CH:7]=[CH:8][C:2]=1[C:1]([OH:10])=[O:9])[C:16]([CH3:20])([CH3:19])[CH3:17], predict the reactants needed to synthesize it. The reactants are: [C:1]([OH:10])(=[O:9])[C:2]1[C:3](=[CH:5][CH:6]=[CH:7][CH:8]=1)[NH2:4].ClCCCl.[CH3:15][C:16]([CH3:20])([CH3:19])[CH:17]=O.C(O[BH-](OC(=O)C)OC(=O)C)(=O)C.[Na+]. (3) Given the product [Br:1][C:2]1[CH:14]=[CH:13][C:12]2[C:4](=[C:5]([OH:32])[N:15]=[C:6]3[C:11]=2[CH:10]=[CH:9][CH:8]=[CH:7]3)[CH:3]=1, predict the reactants needed to synthesize it. The reactants are: [Br:1][C:2]1[CH:14]=[CH:13][C:12]2[C:11]3[C:6](=[CH:7][CH:8]=[CH:9][CH:10]=3)/[C:5](=[N:15]/O)/[C:4]=2[CH:3]=1.BrC1C=CC2C(C=1)=NC([OH:32])=C1C=2C=CC=C1. (4) Given the product [Cl:24][C:25]1[C:33]([Cl:34])=[CH:32][CH:31]=[CH:30][C:26]=1[C:27]([NH:22][CH:10]([CH2:11][C:12]1[CH:17]=[CH:16][C:15]([C:18]([F:21])([F:20])[F:19])=[CH:14][CH:13]=1)[CH:9]([C:6]1[CH:5]=[CH:4][C:3]([F:2])=[CH:8][CH:7]=1)[OH:23])=[O:28], predict the reactants needed to synthesize it. The reactants are: Cl.[F:2][C:3]1[CH:8]=[CH:7][C:6]([CH:9]([OH:23])[CH:10]([NH2:22])[CH2:11][C:12]2[CH:17]=[CH:16][C:15]([C:18]([F:21])([F:20])[F:19])=[CH:14][CH:13]=2)=[CH:5][CH:4]=1.[Cl:24][C:25]1[C:33]([Cl:34])=[CH:32][CH:31]=[CH:30][C:26]=1[C:27](Cl)=[O:28].C(=O)([O-])O.[Na+]. (5) The reactants are: [CH2:1]([O:3][C:4]1[CH:9]=[CH:8][CH:7]=[CH:6][C:5]=1[CH:10]1[NH:14][C:13](=[O:15])[CH2:12][CH2:11]1)[CH3:2].Br[CH2:17][C:18]1[CH:23]=[CH:22][C:21]([O:24][C:25]([F:28])([F:27])[F:26])=[CH:20][CH:19]=1. Given the product [CH2:1]([O:3][C:4]1[CH:9]=[CH:8][CH:7]=[CH:6][C:5]=1[CH:10]1[N:14]([CH2:17][C:18]2[CH:23]=[CH:22][C:21]([O:24][C:25]([F:26])([F:27])[F:28])=[CH:20][CH:19]=2)[C:13](=[O:15])[CH2:12][CH2:11]1)[CH3:2], predict the reactants needed to synthesize it. (6) The reactants are: [CH2:1]([C@@H:8]1[CH2:12][O:11][C:10](=[O:13])[N:9]1[C:14](=[O:24])/[CH:15]=[CH:16]/[C:17]1[CH:22]=[CH:21][C:20]([F:23])=[CH:19][CH:18]=1)[C:2]1[CH:7]=[CH:6][CH:5]=[CH:4][CH:3]=1.CO[CH2:27][N:28]([CH2:34][C:35]1[CH:40]=[CH:39][CH:38]=[CH:37][CH:36]=1)[CH2:29][Si](C)(C)C.FC(F)(F)C(O)=O. Given the product [CH2:1]([C@@H:8]1[CH2:12][O:11][C:10](=[O:13])[N:9]1[C:14]([C@H:15]1[C@H:16]([C:17]2[CH:22]=[CH:21][C:20]([F:23])=[CH:19][CH:18]=2)[CH2:29][N:28]([CH2:34][C:35]2[CH:40]=[CH:39][CH:38]=[CH:37][CH:36]=2)[CH2:27]1)=[O:24])[C:2]1[CH:7]=[CH:6][CH:5]=[CH:4][CH:3]=1.[CH2:1]([C@@H:8]1[CH2:12][O:11][C:10](=[O:13])[N:9]1[C:14]([C@@H:15]1[C@@H:16]([C:17]2[CH:22]=[CH:21][C:20]([F:23])=[CH:19][CH:18]=2)[CH2:29][N:28]([CH2:34][C:35]2[CH:40]=[CH:39][CH:38]=[CH:37][CH:36]=2)[CH2:27]1)=[O:24])[C:2]1[CH:7]=[CH:6][CH:5]=[CH:4][CH:3]=1, predict the reactants needed to synthesize it. (7) Given the product [CH3:16][C:11]1([CH3:15])[CH2:10][C:9](=[O:17])[N:8]([C:5]2[CH:4]=[CH:3][C:2]([O:1][C:25](=[O:34])[N:26]([CH3:33])[C:27]3[CH:32]=[CH:31][CH:30]=[CH:29][CH:28]=3)=[CH:7][CH:6]=2)[C:13](=[O:14])[CH2:12]1, predict the reactants needed to synthesize it. The reactants are: [OH:1][C:2]1[CH:7]=[CH:6][C:5]([N:8]2[C:13](=[O:14])[CH2:12][C:11]([CH3:16])([CH3:15])[CH2:10][C:9]2=[O:17])=[CH:4][CH:3]=1.[I-].C[N+]1C=CN([C:25](=[O:34])[N:26]([CH3:33])[C:27]2[CH:32]=[CH:31][CH:30]=[CH:29][CH:28]=2)C=1.